This data is from Merck oncology drug combination screen with 23,052 pairs across 39 cell lines. The task is: Regression. Given two drug SMILES strings and cell line genomic features, predict the synergy score measuring deviation from expected non-interaction effect. (1) Drug 1: CCC1(O)CC2CN(CCc3c([nH]c4ccccc34)C(C(=O)OC)(c3cc4c(cc3OC)N(C)C3C(O)(C(=O)OC)C(OC(C)=O)C5(CC)C=CCN6CCC43C65)C2)C1. Drug 2: C=CCn1c(=O)c2cnc(Nc3ccc(N4CCN(C)CC4)cc3)nc2n1-c1cccc(C(C)(C)O)n1. Cell line: SKOV3. Synergy scores: synergy=25.8. (2) Drug 1: CC(=O)OC1C(=O)C2(C)C(O)CC3OCC3(OC(C)=O)C2C(OC(=O)c2ccccc2)C2(O)CC(OC(=O)C(O)C(NC(=O)c3ccccc3)c3ccccc3)C(C)=C1C2(C)C. Drug 2: CS(=O)(=O)CCNCc1ccc(-c2ccc3ncnc(Nc4ccc(OCc5cccc(F)c5)c(Cl)c4)c3c2)o1. Cell line: EFM192B. Synergy scores: synergy=9.37. (3) Drug 1: C=CCn1c(=O)c2cnc(Nc3ccc(N4CCN(C)CC4)cc3)nc2n1-c1cccc(C(C)(C)O)n1. Drug 2: CC1(c2nc3c(C(N)=O)cccc3[nH]2)CCCN1. Cell line: ES2. Synergy scores: synergy=-4.59. (4) Drug 1: N.N.O=C(O)C1(C(=O)O)CCC1.[Pt]. Drug 2: CNC(=O)c1cc(Oc2ccc(NC(=O)Nc3ccc(Cl)c(C(F)(F)F)c3)cc2)ccn1. Cell line: ZR751. Synergy scores: synergy=-24.5. (5) Drug 1: CCC1(O)CC2CN(CCc3c([nH]c4ccccc34)C(C(=O)OC)(c3cc4c(cc3OC)N(C)C3C(O)(C(=O)OC)C(OC(C)=O)C5(CC)C=CCN6CCC43C65)C2)C1. Drug 2: COC1=C2CC(C)CC(OC)C(O)C(C)C=C(C)C(OC(N)=O)C(OC)C=CC=C(C)C(=O)NC(=CC1=O)C2=O. Cell line: SKMES1. Synergy scores: synergy=-23.3. (6) Drug 1: CN(C)C(=N)N=C(N)N. Drug 2: COC1CC2CCC(C)C(O)(O2)C(=O)C(=O)N2CCCCC2C(=O)OC(C(C)CC2CCC(OP(C)(C)=O)C(OC)C2)CC(=O)C(C)C=C(C)C(O)C(OC)C(=O)C(C)CC(C)C=CC=CC=C1C. Cell line: OV90. Synergy scores: synergy=14.1. (7) Drug 1: NC(=O)c1cccc2cn(-c3ccc(C4CCCNC4)cc3)nc12. Drug 2: CC(C)CC(NC(=O)C(Cc1ccccc1)NC(=O)c1cnccn1)B(O)O. Cell line: UACC62. Synergy scores: synergy=-3.58.